The task is: Predict which catalyst facilitates the given reaction.. This data is from Catalyst prediction with 721,799 reactions and 888 catalyst types from USPTO. (1) Reactant: [CH3:1][Si](C=[N+]=[N-])(C)C.[C:8]([CH2:12][CH2:13][C:14](Cl)=[O:15])([O:10][CH3:11])=[O:9].[BrH:17]. Product: [CH3:11][O:10][C:8](=[O:9])[CH2:12][CH2:13][C:14](=[O:15])[CH2:1][Br:17]. The catalyst class is: 477. (2) Reactant: CCCCCC.C([Li])CCC.[S:12]1[C:16]2[CH:17]=[CH:18][CH:19]=[CH:20][C:15]=2[CH:14]=[CH:13]1.[Br:21][C:22]1[C:31]2[C:26](=[CH:27][CH:28]=[CH:29][CH:30]=2)[CH:25]=[C:24]([CH:32]=[O:33])[CH:23]=1.[Cl-].[NH4+]. Product: [S:12]1[C:13]([CH:32]([C:24]2[CH:23]=[C:22]([Br:21])[C:31]3[C:26](=[CH:27][CH:28]=[CH:29][CH:30]=3)[CH:25]=2)[OH:33])=[CH:14][C:15]2[CH:20]=[CH:19][CH:18]=[CH:17][C:16]1=2. The catalyst class is: 1. (3) Reactant: FC(F)(F)[C:3](O)=[O:4].[F:8][C:9]1[CH:14]=[CH:13][C:12]([F:15])=[CH:11][C:10]=1[OH:16]. Product: [F:15][C:12]1[CH:11]=[C:10]([OH:16])[C:9]([F:8])=[CH:14][C:13]=1[CH:3]=[O:4]. The catalyst class is: 182. (4) Reactant: C12CC(CC1)C=C2B(O)O.[CH2:11]([CH:13]1[CH2:18][CH2:17][C:16]([C:19]2[N:24]=[C:23]([CH2:25][NH:26][C@H:27]([CH:30]([CH3:32])[CH3:31])[CH2:28][OH:29])[C:22]([F:33])=[CH:21][CH:20]=2)=[CH:15][CH2:14]1)[CH3:12]. Product: [CH2:11]([CH:13]1[CH2:18][CH2:17][C:16]([C:19]2[N:24]=[C:23]([CH2:25][NH:26][C@H:27]([CH:30]([CH3:32])[CH3:31])[CH2:28][OH:29])[C:22]([F:33])=[CH:21][CH:20]=2)=[CH:15][CH2:14]1)[CH3:12].[CH2:11]([CH:13]1[CH2:14][CH2:15][CH:16]([C:19]2[N:24]=[C:23]([CH2:25][NH:26][C@H:27]([CH:30]([CH3:32])[CH3:31])[CH2:28][OH:29])[C:22]([F:33])=[CH:21][CH:20]=2)[CH2:17][CH2:18]1)[CH3:12]. The catalyst class is: 45. (5) Reactant: [F:1][C:2]1[CH:7]=[C:6]([C:8]([F:11])([F:10])[F:9])[CH:5]=[CH:4][C:3]=1[CH:12]1[CH2:17][C:16](=[O:18])[N:15]([CH3:19])[C:14]([CH3:20])=[C:13]1[C:21]([O:23]C)=O.[NH2:25][C:26]1[CH:27]=[C:28]2[C:32](=[CH:33][CH:34]=1)[NH:31][N:30]=[C:29]2[Cl:35].C(Cl)CCl.CCN(CC)CC. Product: [Cl:35][C:29]1[C:28]2[C:32](=[CH:33][CH:34]=[C:26]([NH:25][C:21]([C:13]3[CH:12]([C:3]4[CH:4]=[CH:5][C:6]([C:8]([F:9])([F:10])[F:11])=[CH:7][C:2]=4[F:1])[CH2:17][C:16](=[O:18])[N:15]([CH3:19])[C:14]=3[CH3:20])=[O:23])[CH:27]=2)[NH:31][N:30]=1. The catalyst class is: 861. (6) Reactant: [NH2:1][C:2]1[CH:33]=[CH:32][C:31]([Cl:34])=[CH:30][C:3]=1[C:4]([N:6]([CH2:19][C:20]1[CH:25]=[CH:24][C:23]([C:26]([CH3:29])([CH3:28])[CH3:27])=[CH:22][CH:21]=1)[CH2:7][CH2:8][C:9]1[CH:14]=[CH:13][CH:12]=[C:11]([C:15]([F:18])([F:17])[F:16])[CH:10]=1)=[O:5].[C:35](OC(=O)C)(=[O:37])[CH3:36].C(N(C(C)C)C(C)C)C. Product: [C:35]([NH:1][C:2]1[CH:33]=[CH:32][C:31]([Cl:34])=[CH:30][C:3]=1[C:4]([N:6]([CH2:19][C:20]1[CH:25]=[CH:24][C:23]([C:26]([CH3:29])([CH3:28])[CH3:27])=[CH:22][CH:21]=1)[CH2:7][CH2:8][C:9]1[CH:14]=[CH:13][CH:12]=[C:11]([C:15]([F:16])([F:17])[F:18])[CH:10]=1)=[O:5])(=[O:37])[CH3:36]. The catalyst class is: 2.